This data is from Forward reaction prediction with 1.9M reactions from USPTO patents (1976-2016). The task is: Predict the product of the given reaction. Given the reactants [CH3:1][O:2][CH2:3][CH2:4][O:5][CH2:6][CH2:7][O:8][CH2:9][CH2:10][O:11][CH2:12][CH2:13][O:14][CH2:15][CH2:16][O:17][CH2:18][CH2:19][O:20][CH2:21][CH2:22][O:23][CH2:24][CH2:25][O:26][CH2:27][CH2:28][O:29][CH2:30][CH2:31][O:32][CH2:33][CH2:34][O:35][CH2:36][CH2:37][OH:38].[H-].[Na+].[CH2:41](Br)[C:42]#[CH:43].C1(C)C=CC=CC=1, predict the reaction product. The product is: [CH3:1][O:2][CH2:3][CH2:4][O:5][CH2:6][CH2:7][O:8][CH2:9][CH2:10][O:11][CH2:12][CH2:13][O:14][CH2:15][CH2:16][O:17][CH2:18][CH2:19][O:20][CH2:21][CH2:22][O:23][CH2:24][CH2:25][O:26][CH2:27][CH2:28][O:29][CH2:30][CH2:31][O:32][CH2:33][CH2:34][O:35][CH2:36][CH2:37][O:38][CH2:41][C:42]#[CH:43].